Regression. Given two drug SMILES strings and cell line genomic features, predict the synergy score measuring deviation from expected non-interaction effect. From a dataset of NCI-60 drug combinations with 297,098 pairs across 59 cell lines. (1) Drug 1: CC1=CC2C(CCC3(C2CCC3(C(=O)C)OC(=O)C)C)C4(C1=CC(=O)CC4)C. Drug 2: CCN(CC)CCCC(C)NC1=C2C=C(C=CC2=NC3=C1C=CC(=C3)Cl)OC. Cell line: BT-549. Synergy scores: CSS=28.3, Synergy_ZIP=5.13, Synergy_Bliss=8.31, Synergy_Loewe=-2.01, Synergy_HSA=6.11. (2) Drug 2: CC(C)CN1C=NC2=C1C3=CC=CC=C3N=C2N. Synergy scores: CSS=39.3, Synergy_ZIP=5.03, Synergy_Bliss=8.40, Synergy_Loewe=-23.7, Synergy_HSA=7.58. Cell line: OVCAR-4. Drug 1: CC1=C2C(C(=O)C3(C(CC4C(C3C(C(C2(C)C)(CC1OC(=O)C(C(C5=CC=CC=C5)NC(=O)OC(C)(C)C)O)O)OC(=O)C6=CC=CC=C6)(CO4)OC(=O)C)OC)C)OC.